This data is from NCI-60 drug combinations with 297,098 pairs across 59 cell lines. The task is: Regression. Given two drug SMILES strings and cell line genomic features, predict the synergy score measuring deviation from expected non-interaction effect. (1) Drug 1: COC1=C(C=C2C(=C1)N=CN=C2NC3=CC(=C(C=C3)F)Cl)OCCCN4CCOCC4. Drug 2: C1=CC=C(C(=C1)C(C2=CC=C(C=C2)Cl)C(Cl)Cl)Cl. Cell line: CAKI-1. Synergy scores: CSS=50.1, Synergy_ZIP=0.215, Synergy_Bliss=0.619, Synergy_Loewe=-24.5, Synergy_HSA=0.715. (2) Drug 1: CCC1=C2CN3C(=CC4=C(C3=O)COC(=O)C4(CC)O)C2=NC5=C1C=C(C=C5)O. Drug 2: CN1C2=C(C=C(C=C2)N(CCCl)CCCl)N=C1CCCC(=O)O.Cl. Cell line: 786-0. Synergy scores: CSS=25.6, Synergy_ZIP=1.43, Synergy_Bliss=1.12, Synergy_Loewe=-37.1, Synergy_HSA=0.162. (3) Drug 1: COC1=CC(=CC(=C1O)OC)C2C3C(COC3=O)C(C4=CC5=C(C=C24)OCO5)OC6C(C(C7C(O6)COC(O7)C8=CC=CS8)O)O. Drug 2: C1=NNC2=C1C(=O)NC=N2. Cell line: A498. Synergy scores: CSS=31.7, Synergy_ZIP=1.63, Synergy_Bliss=2.73, Synergy_Loewe=-15.9, Synergy_HSA=3.33.